Dataset: Full USPTO retrosynthesis dataset with 1.9M reactions from patents (1976-2016). Task: Predict the reactants needed to synthesize the given product. Given the product [CH3:1][O:2][C@H:3]([CH2:7][CH2:8][S:9]([C:12]1[CH:21]=[CH:20][C:19]2[C:14](=[CH:15][CH:16]=[CH:17][CH:18]=2)[CH:13]=1)(=[O:11])=[O:10])[C:4]([NH:39][C@H:35]1[C:36]2[C:31](=[CH:30][C:29]([CH2:28][N:22]3[CH2:27][CH2:26][CH2:25][CH2:24][CH2:23]3)=[CH:38][CH:37]=2)[CH2:32][CH2:33][CH2:34]1)=[O:6], predict the reactants needed to synthesize it. The reactants are: [CH3:1][O:2][C@H:3]([CH2:7][CH2:8][S:9]([C:12]1[CH:21]=[CH:20][C:19]2[C:14](=[CH:15][CH:16]=[CH:17][CH:18]=2)[CH:13]=1)(=[O:11])=[O:10])[C:4]([OH:6])=O.[N:22]1([CH2:28][C:29]2[CH:30]=[C:31]3[C:36](=[CH:37][CH:38]=2)[C@H:35]([NH2:39])[CH2:34][CH2:33][CH2:32]3)[CH2:27][CH2:26][CH2:25][CH2:24][CH2:23]1.ON1C2C=CC=CC=2N=N1.Cl.CN(C)CCCN=C=NCC.